Predict the reactants needed to synthesize the given product. From a dataset of Full USPTO retrosynthesis dataset with 1.9M reactions from patents (1976-2016). (1) Given the product [ClH:25].[NH:8]1[CH2:12][CH2:11][CH:10]([C:13]2[O:17][N:16]=[C:15]([C:18]3[NH:19][CH:20]=[CH:21][CH:22]=3)[N:14]=2)[CH2:9]1, predict the reactants needed to synthesize it. The reactants are: C(OC([N:8]1[CH2:12][CH2:11][CH:10]([C:13]2[O:17][N:16]=[C:15]([C:18]3[NH:19][CH:20]=[CH:21][CH:22]=3)[N:14]=2)[CH2:9]1)=O)(C)(C)C.CO.[ClH:25]. (2) Given the product [CH2:12]([O:11][C:9]([C:8]1[C:3]2[CH2:4][CH:5]3[CH2:6][CH:1]3[C:2]=2[NH:25][N:26]=1)=[O:10])[CH3:13], predict the reactants needed to synthesize it. The reactants are: [CH:1]12[CH2:6][CH:5]1[CH2:4][CH2:3][C:2]2=O.[C:8](OCC)(=O)[C:9]([O:11][CH2:12][CH3:13])=[O:10].CC([O-])(C)C.[K+].Cl.[NH2:25][NH2:26].Cl.C(O)(C(F)(F)F)=O. (3) Given the product [Cl:16][C:14]1[CH:13]=[CH:12][C:11]([OH:17])=[C:10]([CH:15]=1)[C:9]([NH:8][C:5]1[CH:6]=[CH:7][C:2]([NH:1][S:28]([CH3:27])(=[O:30])=[O:29])=[CH:3][C:4]=1[Cl:19])=[O:18], predict the reactants needed to synthesize it. The reactants are: [NH2:1][C:2]1[CH:7]=[CH:6][C:5]([NH:8][C:9](=[O:18])[C:10]2[CH:15]=[C:14]([Cl:16])[CH:13]=[CH:12][C:11]=2[OH:17])=[C:4]([Cl:19])[CH:3]=1.CCN(CC)CC.[CH3:27][S:28](Cl)(=[O:30])=[O:29]. (4) Given the product [CH2:9]([N:11]1[C:6]([CH3:7])=[C:3]([CH3:4])[CH:2]=[C:13]([C:14]#[N:15])[C:12]1=[O:16])[CH3:10], predict the reactants needed to synthesize it. The reactants are: [Na].[CH3:2][CH:3]([C:6](=O)[CH3:7])[CH:4]=O.[CH2:9]([NH:11][C:12](=[O:16])[CH2:13][C:14]#[N:15])[CH3:10].